From a dataset of Forward reaction prediction with 1.9M reactions from USPTO patents (1976-2016). Predict the product of the given reaction. (1) Given the reactants [CH3:1][N:2]([CH2:11][C:12]1[CH:17]=[CH:16][N:15]=[CH:14][CH:13]=1)[C:3]1[N:8]=[CH:7][C:6]([C:9]#[N:10])=[CH:5][N:4]=1.Cl.[NH2:19][OH:20].C(N(CC)CC)C, predict the reaction product. The product is: [OH:20][N:19]=[C:9]([C:6]1[CH:7]=[N:8][C:3]([N:2]([CH3:1])[CH2:11][C:12]2[CH:17]=[CH:16][N:15]=[CH:14][CH:13]=2)=[N:4][CH:5]=1)[NH2:10]. (2) Given the reactants [CH2:1]([N:4]1[C:8]2=[C:9]([CH:13]=[N:14][C:15]3[CH:20]=[CH:19][C:18]([F:21])=[CH:17][CH:16]=3)[N:10]=[CH:11][CH:12]=[C:7]2[C:6]([CH3:22])=[C:5]1[CH3:23])[CH:2]=[CH2:3].[CH2:24]([Mg][Cl:32])[C:25]1[CH:30]=[CH:29][CH:28]=[CH:27][CH:26]=1, predict the reaction product. The product is: [ClH:32].[CH2:1]([N:4]1[C:8]2=[C:9]([CH:13]([NH:14][C:15]3[CH:16]=[CH:17][C:18]([F:21])=[CH:19][CH:20]=3)[CH2:24][C:25]3[CH:30]=[CH:29][CH:28]=[CH:27][CH:26]=3)[N:10]=[CH:11][CH:12]=[C:7]2[C:6]([CH3:22])=[C:5]1[CH3:23])[CH:2]=[CH2:3]. (3) Given the reactants [Cl:1][C:2]1[CH:3]=[CH:4][C:5]([O:31][CH3:32])=[C:6]([N:8]([CH2:19][CH2:20][C:21]2[CH:26]=[CH:25][C:24]([C:27]([F:30])([F:29])[F:28])=[CH:23][CH:22]=2)[C:9](=[O:18])[C:10](=O)[C:11]2[CH:16]=[CH:15][CH:14]=[CH:13][CH:12]=2)[CH:7]=1.[OH:33][NH2:34].Cl.N1C(C)=CC=CC=1C, predict the reaction product. The product is: [Cl:1][C:2]1[CH:3]=[CH:4][C:5]([O:31][CH3:32])=[C:6]([N:8]([CH2:19][CH2:20][C:21]2[CH:26]=[CH:25][C:24]([C:27]([F:30])([F:29])[F:28])=[CH:23][CH:22]=2)[C:9](=[O:18])[C:10](=[N:34][OH:33])[C:11]2[CH:16]=[CH:15][CH:14]=[CH:13][CH:12]=2)[CH:7]=1. (4) Given the reactants [NH2:1][CH2:2][CH:3]1[CH2:8][CH2:7][CH2:6][N:5](C(OC(C)(C)C)=O)[CH2:4]1.N1C=CC=CC=1.[C:22](O[C:22]([C:24]([F:27])([F:26])[F:25])=[O:23])([C:24]([F:27])([F:26])[F:25])=[O:23], predict the reaction product. The product is: [F:25][C:24]([F:27])([F:26])[C:22]([NH:1][CH2:2][CH:3]1[CH2:8][CH2:7][CH2:6][NH:5][CH2:4]1)=[O:23].